Dataset: Forward reaction prediction with 1.9M reactions from USPTO patents (1976-2016). Task: Predict the product of the given reaction. (1) Given the reactants [CH3:1][O:2][C:3]([C:5]1[N:6]=[C:7]([CH3:17])[S:8][C:9]=1[C:10]1[CH:15]=[CH:14][CH:13]=[C:12]([NH2:16])[CH:11]=1)=[O:4].[CH3:18][CH2:19][O:20]C(C)=O.O, predict the reaction product. The product is: [CH3:1][O:2][C:3]([C:5]1[N:6]=[C:7]([CH3:17])[S:8][C:9]=1[C:10]1[CH:15]=[CH:14][CH:13]=[C:12]([NH:16][C:19](=[O:20])[CH3:18])[CH:11]=1)=[O:4]. (2) Given the reactants [CH3:1][C:2]1[CH:7]=[CH:6][C:5]([C:8]2[N:12]=[C:11]([CH:13]3[CH2:16][C:15](=[O:17])[CH2:14]3)[O:10][N:9]=2)=[CH:4][C:3]=1[NH:18][C:19]([C:21]1[N:25]2[CH:26]=[CH:27][CH:28]=[CH:29][C:24]2=[N:23][CH:22]=1)=[O:20].[CH:30]1([Mg]Br)[CH2:32][CH2:31]1, predict the reaction product. The product is: [CH:30]1([C:15]2([OH:17])[CH2:16][CH:13]([C:11]3[O:10][N:9]=[C:8]([C:5]4[CH:6]=[CH:7][C:2]([CH3:1])=[C:3]([NH:18][C:19]([C:21]5[N:25]6[CH:26]=[CH:27][CH:28]=[CH:29][C:24]6=[N:23][CH:22]=5)=[O:20])[CH:4]=4)[N:12]=3)[CH2:14]2)[CH2:32][CH2:31]1. (3) Given the reactants [CH2:1]([O:3][C:4](=[O:17])[NH:5][C:6]1[C:15]([Cl:16])=[CH:14][C:13]2[C:8](=[CH:9][CH:10]=[CH:11][CH:12]=2)[CH:7]=1)[CH3:2].[B-](F)(F)(F)[F:19].[B-](F)(F)(F)F.C1[N+]2(CCl)CC[N+](F)(CC2)C1, predict the reaction product. The product is: [CH2:1]([O:3][C:4](=[O:17])[NH:5][C:6]1[C:15]([Cl:16])=[CH:14][C:13]2[C:8](=[CH:9][CH:10]=[CH:11][CH:12]=2)[C:7]=1[F:19])[CH3:2]. (4) Given the reactants C[C:2]1[C:10]([CH2:11]Cl)=[CH:9][C:8]([C:13](=[O:23])[N:14]([CH3:22])[CH2:15][C:16]2[S:17][CH:18]=[C:19]([CH3:21])[N:20]=2)=[CH:7][C:3]=1[C:4]([O-:6])=[O:5].[Cl-].[N-:25]=[N+:26]=[N-:27].[Na+].[CH3:29]C(C)=O, predict the reaction product. The product is: [N:25]([CH2:11][C:10]1[CH:2]=[C:3]([CH:7]=[C:8]([C:13](=[O:23])[N:14]([CH3:22])[CH2:15][C:16]2[S:17][CH:18]=[C:19]([CH3:21])[N:20]=2)[CH:9]=1)[C:4]([O:6][CH3:29])=[O:5])=[N+:26]=[N-:27]. (5) Given the reactants [Cl:1][C:2]1[CH:3]=[C:4]2[C:12](=[CH:13][CH:14]=1)[NH:11][C:10]1[CH:9]([NH2:15])[CH2:8][CH2:7][CH2:6][C:5]2=1.[CH3:16][C:17]1[CH:22]=[CH:21][N:20]=[C:19](S(C)(=O)=O)[N:18]=1, predict the reaction product. The product is: [Cl:1][C:2]1[CH:3]=[C:4]2[C:12](=[CH:13][CH:14]=1)[NH:11][C:10]1[CH:9]([NH:15][C:19]3[N:18]=[C:17]([CH3:16])[CH:22]=[CH:21][N:20]=3)[CH2:8][CH2:7][CH2:6][C:5]2=1. (6) Given the reactants [H-].[Na+].[Br:3][C:4]1[C:5]([NH:10][C:11](=[O:29])[CH2:12][C:13]2[CH2:14][CH2:15][N:16]([C:19]([O:21][CH2:22][C:23]3[CH:28]=[CH:27][CH:26]=[CH:25][CH:24]=3)=[O:20])[CH2:17][CH:18]=2)=[N:6][CH:7]=[CH:8][CH:9]=1.C(OCCl)C.[CH3:35][Si:36]([CH3:43])([CH3:42])[CH2:37][CH2:38][O:39][CH2:40]Cl, predict the reaction product. The product is: [Br:3][C:4]1[C:5]([N:10]([CH2:40][O:39][CH2:38][CH2:37][Si:36]([CH3:43])([CH3:42])[CH3:35])[C:11](=[O:29])[CH2:12][C:13]2[CH2:14][CH2:15][N:16]([C:19]([O:21][CH2:22][C:23]3[CH:24]=[CH:25][CH:26]=[CH:27][CH:28]=3)=[O:20])[CH2:17][CH:18]=2)=[N:6][CH:7]=[CH:8][CH:9]=1. (7) Given the reactants [C:1]([OH:4])(=O)[CH3:2].C1C=CC2N(O)N=NC=2C=1.CN1CCOCC1.C(Cl)CCl.[CH3:26][C:27]1[N:28]=[C:29]([CH3:56])[N:30]2[C:35]=1[C:34]([O:36][C:37]1[CH:42]=[C:41]([O:43][CH3:44])[C:40]([O:45][CH3:46])=[C:39]([O:47][CH3:48])[CH:38]=1)=[N:33][C:32]([C:49]1[CH:55]=[CH:54][C:52]([NH2:53])=[CH:51][CH:50]=1)=[N:31]2, predict the reaction product. The product is: [CH3:26][C:27]1[N:28]=[C:29]([CH3:56])[N:30]2[C:35]=1[C:34]([O:36][C:37]1[CH:38]=[C:39]([O:47][CH3:48])[C:40]([O:45][CH3:46])=[C:41]([O:43][CH3:44])[CH:42]=1)=[N:33][C:32]([C:49]1[CH:50]=[CH:51][C:52]([NH:53][C:1](=[O:4])[CH3:2])=[CH:54][CH:55]=1)=[N:31]2. (8) Given the reactants C1(C(C2C=CC=CC=2)[N:8]2[C:16]3[C:11](=[C:12]([F:17])[CH:13]=[CH:14][CH:15]=3)[C:10]3([C:29]4[C:20](=[CH:21][C:22]5[O:27][CH2:26][CH2:25][O:24][C:23]=5[CH:28]=4)[O:19][CH2:18]3)[C:9]2=[O:30])C=CC=CC=1.C([SiH](CC)CC)C, predict the reaction product. The product is: [F:17][C:12]1[CH:13]=[CH:14][CH:15]=[C:16]2[C:11]=1[C:10]1([C:29]3[C:20](=[CH:21][C:22]4[O:27][CH2:26][CH2:25][O:24][C:23]=4[CH:28]=3)[O:19][CH2:18]1)[C:9](=[O:30])[NH:8]2. (9) The product is: [CH3:1][O:2][C:3](=[O:14])[CH2:4][CH2:5][C:6]([N:8]1[CH2:13][C@H:12]([OH:11])[C@@H:10]([N:15]=[N+:16]=[N-:17])[CH2:9]1)=[O:7]. Given the reactants [CH3:1][O:2][C:3](=[O:14])[CH2:4][CH2:5][C:6]([N:8]1[CH2:13][CH:12]2[CH:10]([O:11]2)[CH2:9]1)=[O:7].[N-:15]=[N+:16]=[N-:17].[Na+], predict the reaction product.